This data is from Catalyst prediction with 721,799 reactions and 888 catalyst types from USPTO. The task is: Predict which catalyst facilitates the given reaction. The catalyst class is: 5. Product: [CH3:27][N:2]([CH3:1])[C:3](=[O:26])[O:4][C:5]1[CH:10]=[CH:9][CH:8]=[C:7]([NH:11][C:12]([C:14]2([CH2:20][C:21]3[N:22]=[CH:23][NH:24][CH:25]=3)[CH2:19][CH2:18][N:17]([C:61]3[C:55]4[C:42]([CH3:47])=[CH:40][NH:39][C:56]=4[N:57]=[CH:58][N:59]=3)[CH2:16][CH2:15]2)=[O:13])[CH:6]=1. Reactant: [CH3:1][N:2]([CH3:27])[C:3](=[O:26])[O:4][C:5]1[CH:10]=[CH:9][CH:8]=[C:7]([NH:11][C:12]([C:14]2([CH2:20][C:21]3[N:22]=[CH:23][NH:24][CH:25]=3)[CH2:19][CH2:18][NH:17][CH2:16][CH2:15]2)=[O:13])[CH:6]=1.CN(C)C(OC1C=C([NH:39][C:40]([C:42]2([CH2:55][C:56]3[N:57]=[CH:58][N:59]([C:61](C4C=CC=CC=4)(C4C=CC=CC=4)C4C=CC=CC=4)C=3)[CH2:47]CN(C(OC(C)(C)C)=O)CC2)=O)C=CC=1)=O.Cl.